From a dataset of Reaction yield outcomes from USPTO patents with 853,638 reactions. Predict the reaction yield, written as a fraction of the theoretical maximum amount of product (1.0 means a 100% yield; for example, 0.34 means a 34% yield). (1) The reactants are CO[C:3](=[O:17])[C@@H:4]([CH:14]1[CH2:16][CH2:15]1)[NH:5][C@@H:6]([C:8]1[CH:13]=[CH:12][CH:11]=[CH:10][CH:9]=1)[CH3:7].[CH2:18]([Mg]Br)[CH:19]=[CH2:20].[CH2:23]1[CH2:27]OC[CH2:24]1. No catalyst specified. The product is [CH:14]1([C@@H:4]([NH:5][C@@H:6]([C:8]2[CH:9]=[CH:10][CH:11]=[CH:12][CH:13]=2)[CH3:7])[C:3]([OH:17])([CH2:27][CH:23]=[CH2:24])[CH2:18][CH:19]=[CH2:20])[CH2:15][CH2:16]1. The yield is 0.820. (2) The reactants are [F:1][C:2]1[CH:27]=[CH:26][C:5]([CH2:6][NH:7][CH:8]([C:20]2[CH:25]=[CH:24][CH:23]=[CH:22][CH:21]=2)[C:9]([O:11][C@@H:12]2[CH:17]3[CH2:18][CH2:19][N:14]([CH2:15][CH2:16]3)[CH2:13]2)=[O:10])=[CH:4][CH:3]=1.[Cl:28][CH2:29][C:30]([C:32]1[S:33][CH:34]=[CH:35][CH:36]=1)=[O:31]. The catalyst is C(OCC)(=O)C. The product is [Cl-:28].[F:1][C:2]1[CH:27]=[CH:26][C:5]([CH2:6][NH:7][CH:8]([C:20]2[CH:21]=[CH:22][CH:23]=[CH:24][CH:25]=2)[C:9]([O:11][C@@H:12]2[CH:17]3[CH2:16][CH2:15][N+:14]([CH2:29][C:30](=[O:31])[C:32]4[S:33][CH:34]=[CH:35][CH:36]=4)([CH2:19][CH2:18]3)[CH2:13]2)=[O:10])=[CH:4][CH:3]=1. The yield is 0.680. (3) The product is [C:32]([O:36][C:37](=[O:45])[C:38]1[CH:43]=[CH:42][C:41]([N:2]2[CH2:6][CH2:5][C@H:4]([O:7][C:8]3[CH:13]=[CH:12][C:11]([NH:14][C:15]([C:17]4[N:18]=[C:19]([C:26]5[CH:31]=[CH:30][CH:29]=[CH:28][CH:27]=5)[O:20][C:21]=4[C:22]([F:25])([F:23])[F:24])=[O:16])=[CH:10][CH:9]=3)[CH2:3]2)=[CH:40][CH:39]=1)([CH3:35])([CH3:33])[CH3:34]. The reactants are Cl.[NH:2]1[CH2:6][CH2:5][C@H:4]([O:7][C:8]2[CH:13]=[CH:12][C:11]([NH:14][C:15]([C:17]3[N:18]=[C:19]([C:26]4[CH:31]=[CH:30][CH:29]=[CH:28][CH:27]=4)[O:20][C:21]=3[C:22]([F:25])([F:24])[F:23])=[O:16])=[CH:10][CH:9]=2)[CH2:3]1.[C:32]([O:36][C:37](=[O:45])[C:38]1[CH:43]=[CH:42][C:41](Br)=[CH:40][CH:39]=1)([CH3:35])([CH3:34])[CH3:33].CC(C)([O-])C.[Na+].C(C1C=C(C(C)C)C=C(C(C)C)C=1C1C=CC=CC=1P(C1CCCCC1)C1CCCCC1)(C)C. The yield is 0.690. The catalyst is O1CCOCC1.